Task: Predict which catalyst facilitates the given reaction.. Dataset: Catalyst prediction with 721,799 reactions and 888 catalyst types from USPTO (1) Reactant: C(N(CC)CC)C.[I-].[CH3:9][C:10]1[S:11][C:12]2[CH:19]=[CH:18][CH:17]=[CH:16][C:13]=2[N+:14]=1[CH3:15].[CH2:20]([O:24][C:25]1[C:26](=O)[C:27](=[O:34])[C:28]=1[O:29]CCCC)[CH2:21][CH2:22][CH3:23]. Product: [CH2:20]([O:24][C:25]1[C:28](=[O:29])[C:27](=[O:34])[C:26]=1[CH:9]=[C:10]1[N:14]([CH3:15])[C:13]2[CH:16]=[CH:17][CH:18]=[CH:19][C:12]=2[S:11]1)[CH2:21][CH2:22][CH3:23]. The catalyst class is: 8. (2) Reactant: FC(F)(F)S(O[C:7]1[C:16]2[C:11](=[CH:12][CH:13]=[C:14]([O:17][CH3:18])[N:15]=2)[N:10]=[CH:9][CH:8]=1)(=O)=O.[O:21]=[C:22]1[CH2:27][NH:26][CH2:25][CH2:24][N:23]1[CH2:28][CH2:29][N:30]1[C:38](=[O:39])[C:37]2[C:32](=[CH:33][CH:34]=[CH:35][CH:36]=2)[C:31]1=[O:40]. Product: [CH3:18][O:17][C:14]1[N:15]=[C:16]2[C:11](=[CH:12][CH:13]=1)[N:10]=[CH:9][CH:8]=[C:7]2[N:26]1[CH2:25][CH2:24][N:23]([CH2:28][CH2:29][N:30]2[C:31](=[O:40])[C:32]3[C:37](=[CH:36][CH:35]=[CH:34][CH:33]=3)[C:38]2=[O:39])[C:22](=[O:21])[CH2:27]1. The catalyst class is: 14.